From a dataset of Peptide-MHC class I binding affinity with 185,985 pairs from IEDB/IMGT. Regression. Given a peptide amino acid sequence and an MHC pseudo amino acid sequence, predict their binding affinity value. This is MHC class I binding data. The peptide sequence is GRRGWEALKY. The MHC is Mamu-A20102 with pseudo-sequence Mamu-A20102. The binding affinity (normalized) is 0.0743.